From a dataset of Catalyst prediction with 721,799 reactions and 888 catalyst types from USPTO. Predict which catalyst facilitates the given reaction. (1) Reactant: [Cl:1][C:2]1[CH:25]=[CH:24][C:5]([O:6][C:7]2[CH:12]=[CH:11][N:10]=[C:9]3[N:13]([CH2:16][O:17][CH2:18][CH2:19][Si:20]([CH3:23])([CH3:22])[CH3:21])[CH:14]=[CH:15][C:8]=23)=[CH:4][CH:3]=1.C1C(=O)N([Cl:33])C(=O)C1. Product: [Cl:33][C:15]1[C:8]2[C:9](=[N:10][CH:11]=[CH:12][C:7]=2[O:6][C:5]2[CH:4]=[CH:3][C:2]([Cl:1])=[CH:25][CH:24]=2)[N:13]([CH2:16][O:17][CH2:18][CH2:19][Si:20]([CH3:21])([CH3:22])[CH3:23])[CH:14]=1. The catalyst class is: 387. (2) Reactant: [H-].[Na+].[OH:3][CH2:4][C:5]1[CH:10]=[CH:9][N:8]=[CH:7][CH:6]=1.F[C:12]1[CH:21]=[C:20]2[C:15]([C:16](=[O:22])[NH:17][CH:18]=[N:19]2)=[CH:14][CH:13]=1. Product: [N:8]1[CH:9]=[CH:10][C:5]([CH2:4][O:3][C:12]2[CH:21]=[C:20]3[C:15]([C:16](=[O:22])[NH:17][CH:18]=[N:19]3)=[CH:14][CH:13]=2)=[CH:6][CH:7]=1. The catalyst class is: 1. (3) Reactant: C(N(CC)CC)C.[CH3:8][S:9](Cl)(=[O:11])=[O:10].[Br:13][C:14]1[CH:27]=[CH:26][CH:25]=[C:24]2[C:15]=1[S:16][C:17]1[CH:18]=[CH:19][C:20]([NH:28][C@H:29]([CH2:32][CH2:33][O:34][CH3:35])[CH2:30][OH:31])=[CH:21][C:22]=1[S:23]2.O. Product: [CH3:8][S:9]([O:31][CH2:30][C@H:29]([NH:28][C:20]1[CH:19]=[CH:18][C:17]2[S:16][C:15]3[C:24](=[CH:25][CH:26]=[CH:27][C:14]=3[Br:13])[S:23][C:22]=2[CH:21]=1)[CH2:32][CH2:33][O:34][CH3:35])(=[O:11])=[O:10]. The catalyst class is: 4. (4) Reactant: [O:1]1[CH:5]=[CH:4][CH:3]=[CH:2]1.C([Li])CCC.[O:11]=[C:12]1[CH2:17][CH2:16][CH2:15][CH2:14][N:13]1[C:18]([O:20][C:21]([CH3:24])([CH3:23])[CH3:22])=[O:19].[Cl-].[NH4+]. Product: [O:1]1[CH:5]=[CH:4][CH:3]=[C:2]1[C:12](=[O:11])[CH2:17][CH2:16][CH2:15][CH2:14][NH:13][C:18](=[O:19])[O:20][C:21]([CH3:22])([CH3:23])[CH3:24]. The catalyst class is: 134. (5) Reactant: [CH3:1][S:2](Cl)(=O)=O.CC[N:8](CC)CC.C(Cl)Cl.O[C@H]1CN([C:22]([C:24]2[CH:29]=[CH:28][CH:27]=[CH:26][CH:25]=2)=O)[C@@H]2CCN[C@H]12.[CH3:33][CH:34](O)[CH3:35]. Product: [CH3:33][CH:34]([CH3:35])[CH2:22][CH:24]([NH2:8])[CH2:25][CH2:26][C:27]1[S:2][CH:1]=[CH:29][CH:28]=1. The catalyst class is: 6. (6) Reactant: [H-].[Na+].[OH:3][CH2:4][C:5]1[O:9][N:8]=[C:7]([C:10]([O:12][CH2:13][CH3:14])=[O:11])[CH:6]=1.Br[CH2:16][CH2:17][CH2:18][CH2:19][CH2:20][C:21]1[CH:26]=[CH:25][CH:24]=[CH:23][CH:22]=1.[Cl-].[NH4+]. Product: [C:21]1([CH2:20][CH2:19][CH2:18][CH2:17][CH2:16][O:3][CH2:4][C:5]2[O:9][N:8]=[C:7]([C:10]([O:12][CH2:13][CH3:14])=[O:11])[CH:6]=2)[CH:26]=[CH:25][CH:24]=[CH:23][CH:22]=1. The catalyst class is: 9.